From a dataset of Catalyst prediction with 721,799 reactions and 888 catalyst types from USPTO. Predict which catalyst facilitates the given reaction. Reactant: [CH:1]1([N:4]2[C:13]3[C:8](=[CH:9][CH:10]=[CH:11][CH:12]=3)[N:7]([C:14]([C@@H:16]3[CH2:20][S:19][CH2:18][N:17]3[CH2:21][C:22]3[CH:27]=[C:26]([Cl:28])[C:25]([OH:29])=[CH:24][C:23]=3[Cl:30])=[O:15])[CH2:6][CH2:5]2)[CH2:3][CH2:2]1.C[C:32]1[CH:40]=[C:39]([CH2:41][OH:42])[CH:38]=[CH:37][C:33]=1[C:34](O)=O.C1(P(C2C=CC=CC=2)C2C=CC=CC=2)C=CC=CC=1.N(C(OC(C)C)=O)=NC(OC(C)C)=O.O[Li].O.[NH2:79][CH2:80][C@@H:81]([C@H:83]([C@@H:85]([C@@H:87]([CH2:89][OH:90])[OH:88])[OH:86])[OH:84])[OH:82].CCN(C(C)C)C(C)C.CN(C(ON1N=NC2C=CC=NC1=2)=[N+](C)C)C.F[P-](F)(F)(F)(F)F.C(O)(C(F)(F)F)=O. Product: [Cl:28][C:26]1[CH:27]=[C:22]([CH2:21][N:17]2[C@H:16]([C:14]([N:7]3[C:8]4[C:13](=[CH:12][CH:11]=[CH:10][CH:9]=4)[N:4]([CH:1]4[CH2:3][CH2:2]4)[CH2:5][CH2:6]3)=[O:15])[CH2:20][S:19][CH2:18]2)[C:23]([Cl:30])=[CH:24][C:25]=1[O:29][CH2:34][C:33]1[CH:32]=[CH:40][C:39]([C:41]([NH:79][CH2:80][C@H:81]([OH:82])[C@@H:83]([OH:84])[C@H:85]([OH:86])[C@H:87]([OH:88])[CH2:89][OH:90])=[O:42])=[CH:38][CH:37]=1. The catalyst class is: 606.